From a dataset of Full USPTO retrosynthesis dataset with 1.9M reactions from patents (1976-2016). Predict the reactants needed to synthesize the given product. Given the product [CH3:23][CH:20]1[CH2:19][CH2:18][N:17]([C:11]2[CH:12]=[CH:13][C:14]([NH:16][C:28](=[O:29])[C:27]3[CH:31]=[C:32]([CH2:35][NH:36][C:37]([C:39]([CH3:40])([CH3:42])[CH3:41])=[O:38])[CH:33]=[CH:34][C:26]=3[Cl:25])=[CH:15][C:10]=2[C:9]([NH:8][C:5]2[CH:6]=[CH:7][C:2]([Br:1])=[CH:3][CH:4]=2)=[O:24])[CH2:22][CH2:21]1, predict the reactants needed to synthesize it. The reactants are: [Br:1][C:2]1[CH:7]=[CH:6][C:5]([NH:8][C:9](=[O:24])[C:10]2[CH:15]=[C:14]([NH2:16])[CH:13]=[CH:12][C:11]=2[N:17]2[CH2:22][CH2:21][CH:20]([CH3:23])[CH2:19][CH2:18]2)=[CH:4][CH:3]=1.[Cl:25][C:26]1[CH:34]=[CH:33][C:32]([CH2:35][NH:36][C:37]([C:39]([CH3:42])([CH3:41])[CH3:40])=[O:38])=[CH:31][C:27]=1[C:28](O)=[O:29].CN(C(ON1N=NC2C=CC=CC1=2)=[N+](C)C)C.[B-](F)(F)(F)F.